This data is from Reaction yield outcomes from USPTO patents with 853,638 reactions. The task is: Predict the reaction yield, written as a fraction of the theoretical maximum amount of product (1.0 means a 100% yield; for example, 0.34 means a 34% yield). (1) The reactants are [CH2:1]([O:3][C:4](=[O:25])[C:5]1[CH:10]=[CH:9][CH:8]=[C:7]([N:11]2[C:15]([CH3:16])=[CH:14][CH:13]=[C:12]2[C:17]2[CH:22]=[C:21]([Cl:23])[CH:20]=[CH:19][C:18]=2[OH:24])[CH:6]=1)[CH3:2].[F:26][C:27]1[CH:34]=[C:33]([F:35])[CH:32]=[CH:31][C:28]=1[CH2:29]Br.C(=O)([O-])[O-].[K+].[K+]. The catalyst is CN(C=O)C.CCOC(C)=O.O. The product is [CH2:1]([O:3][C:4](=[O:25])[C:5]1[CH:10]=[CH:9][CH:8]=[C:7]([N:11]2[C:15]([CH3:16])=[CH:14][CH:13]=[C:12]2[C:17]2[CH:22]=[C:21]([Cl:23])[CH:20]=[CH:19][C:18]=2[O:24][CH2:29][C:28]2[CH:31]=[CH:32][C:33]([F:35])=[CH:34][C:27]=2[F:26])[CH:6]=1)[CH3:2]. The yield is 0.710. (2) The reactants are [NH:1]1[C:9]2[C:4](=[CH:5][CH:6]=[CH:7][CH:8]=2)[CH:3]=[CH:2]1.[CH:10](=O)[CH2:11][CH2:12][CH2:13][CH2:14][CH2:15][CH2:16][CH2:17][CH2:18][CH2:19][CH2:20][CH2:21][CH2:22][CH3:23]. No catalyst specified. The product is [NH:1]1[C:9]2[C:4](=[CH:5][CH:6]=[CH:7][CH:8]=2)[C:3]([CH:10]([C:3]2[C:4]3[C:9](=[CH:8][CH:7]=[CH:6][CH:5]=3)[NH:1][CH:2]=2)[CH2:11][CH2:12][CH2:13][CH2:14][CH2:15][CH2:16][CH2:17][CH2:18][CH2:19][CH2:20][CH2:21][CH2:22][CH3:23])=[CH:2]1. The yield is 0.800. (3) The yield is 0.720. The reactants are [C:1]([C:3]1[CH:4]=[C:5]2[C:10](=[CH:11][CH:12]=1)[C:9](=[O:13])[CH2:8][CH2:7][C:6]2([CH3:15])[CH3:14])#[CH:2].[O:16]1[CH2:20][CH2:19][CH2:18][CH2:17]1. The catalyst is C(N(CC)CC)C.C(OCC)C.[Cu]I.Cl[Pd](Cl)([P](C1C=CC=CC=1)(C1C=CC=CC=1)C1C=CC=CC=1)[P](C1C=CC=CC=1)(C1C=CC=CC=1)C1C=CC=CC=1. The product is [CH2:9]([O:13][C:20](=[O:16])[C:19]1[CH:3]=[CH:1][C:2]([C:2]#[C:1][C:3]2[CH:12]=[CH:11][C:10]3[C:9](=[O:13])[CH2:8][CH2:7][C:6]([CH3:15])([CH3:14])[C:5]=3[CH:4]=2)=[CH:17][CH:18]=1)[CH3:8]. (4) The reactants are [F:1][C:2]1([F:60])[C@H:6]([O:7][C:8]([C:23]2[CH:28]=[CH:27][CH:26]=[CH:25][CH:24]=2)([C:17]2[CH:22]=[CH:21][CH:20]=[CH:19][CH:18]=2)[C:9]2[CH:14]=[CH:13][C:12]([O:15][CH3:16])=[CH:11][CH:10]=2)[C@@H:5]([CH:29]=[O:30])[O:4][C@H:3]1[N:31]1[CH:59]=[CH:58][C:35]([NH:36][C:37]([C:52]2[CH:57]=[CH:56][CH:55]=[CH:54][CH:53]=2)([C:46]2[CH:51]=[CH:50][CH:49]=[CH:48][CH:47]=2)[C:38]2[CH:43]=[CH:42][C:41]([O:44][CH3:45])=[CH:40][CH:39]=2)=[N:34][C:32]1=[O:33].[CH3:61][Mg+].[Br-].N#N. The catalyst is C1COCC1. The product is [F:60][C:2]1([F:1])[C@H:6]([O:7][C:8]([C:23]2[CH:24]=[CH:25][CH:26]=[CH:27][CH:28]=2)([C:17]2[CH:18]=[CH:19][CH:20]=[CH:21][CH:22]=2)[C:9]2[CH:10]=[CH:11][C:12]([O:15][CH3:16])=[CH:13][CH:14]=2)[C@@H:5]([CH:29]([CH3:61])[OH:30])[O:4][C@H:3]1[N:31]1[CH:59]=[CH:58][C:35]([NH:36][C:37]([C:46]2[CH:47]=[CH:48][CH:49]=[CH:50][CH:51]=2)([C:52]2[CH:53]=[CH:54][CH:55]=[CH:56][CH:57]=2)[C:38]2[CH:43]=[CH:42][C:41]([O:44][CH3:45])=[CH:40][CH:39]=2)=[N:34][C:32]1=[O:33]. The yield is 0.610.